Task: Binary Classification. Given a T-cell receptor sequence (or CDR3 region) and an epitope sequence, predict whether binding occurs between them.. Dataset: TCR-epitope binding with 47,182 pairs between 192 epitopes and 23,139 TCRs (1) The epitope is TTLPVNVAF. The TCR CDR3 sequence is CASSIEDSYNEQFF. Result: 0 (the TCR does not bind to the epitope). (2) The epitope is PKYVKQNTLKLAT. The TCR CDR3 sequence is CASSSGLAGGLETQYF. Result: 1 (the TCR binds to the epitope).